This data is from Forward reaction prediction with 1.9M reactions from USPTO patents (1976-2016). The task is: Predict the product of the given reaction. Given the reactants [Br:1][C:2]1[CH:10]=[C:9]([Cl:11])[CH:8]=[CH:7][C:3]=1[C:4]([OH:6])=[O:5].S(Cl)(Cl)=O.[C:16]1(C)C=CC=C[CH:17]=1, predict the reaction product. The product is: [Br:1][C:2]1[CH:10]=[C:9]([Cl:11])[CH:8]=[CH:7][C:3]=1[C:4]([O:6][CH2:16][CH3:17])=[O:5].